From a dataset of Full USPTO retrosynthesis dataset with 1.9M reactions from patents (1976-2016). Predict the reactants needed to synthesize the given product. (1) Given the product [Br:17][C:8]1[CH:7]=[N:6][N:5]([C:1]([CH3:4])([CH3:3])[CH3:2])[CH:9]=1, predict the reactants needed to synthesize it. The reactants are: [C:1]([N:5]1[CH:9]=[CH:8][CH:7]=[N:6]1)([CH3:4])([CH3:3])[CH3:2].C1C(=O)N([Br:17])C(=O)C1.S(=O)(O)[O-].[Na+]. (2) Given the product [CH3:2][N:3]([CH3:11])[C:4]([N:8]([CH3:10])[CH3:9])=[NH+:5][CH2:6][CH3:7].[CH3:16][O:15][S:12]([O-:17])(=[O:14])=[O:13], predict the reactants needed to synthesize it. The reactants are: [Br-].[CH3:2][N:3]([CH3:11])[C:4]([N:8]([CH3:10])[CH3:9])=[NH+:5][CH2:6][CH3:7].[S:12]([O:17]C)([O:15][CH3:16])(=[O:14])=[O:13]. (3) Given the product [C:1]([C:4]1[N:8]2[CH2:9][CH2:10][N:11]([CH2:14][C:15]3[CH:16]=[CH:17][C:18]([F:21])=[CH:19][CH:20]=3)[C:12](=[O:13])[C:7]2=[C:6]([OH:22])[C:5]=1[C:30]([O:32][CH2:33][CH3:34])=[O:31])(=[O:3])[CH3:2], predict the reactants needed to synthesize it. The reactants are: [C:1]([C:4]1[N:8]2[CH2:9][CH2:10][N:11]([CH2:14][C:15]3[CH:20]=[CH:19][C:18]([F:21])=[CH:17][CH:16]=3)[C:12](=[O:13])[C:7]2=[C:6]([O:22]CC2C=CC=CC=2)[C:5]=1[C:30]([O:32][CH2:33][CH3:34])=[O:31])(=[O:3])[CH3:2]. (4) Given the product [N:24]([CH:7]([C:1]1[CH:6]=[CH:5][CH:4]=[CH:3][CH:2]=1)[C:9]1[O:13][C:12]([Si:14]([CH:21]([CH3:23])[CH3:22])([CH:18]([CH3:20])[CH3:19])[CH:15]([CH3:17])[CH3:16])=[N:11][CH:10]=1)=[N+:25]=[N-:26], predict the reactants needed to synthesize it. The reactants are: [C:1]1([CH:7]([C:9]2[O:13][C:12]([Si:14]([CH:21]([CH3:23])[CH3:22])([CH:18]([CH3:20])[CH3:19])[CH:15]([CH3:17])[CH3:16])=[N:11][CH:10]=2)O)[CH:6]=[CH:5][CH:4]=[CH:3][CH:2]=1.[N:24]([Si](C)(C)C)=[N+:25]=[N-:26].B(F)(F)F.CCOCC. (5) Given the product [NH2:1][C:2]1[N:7]=[C:6]([NH2:8])[C:5]([C:20]#[C:19][CH:18]([O:21][CH3:22])[C:16]2[CH:15]=[C:14]([O:23][CH3:24])[C:13]([O:25][CH3:26])=[C:12]([O:11][CH3:10])[CH:17]=2)=[CH:4][N:3]=1, predict the reactants needed to synthesize it. The reactants are: [NH2:1][C:2]1[N:7]=[C:6]([NH2:8])[C:5](I)=[CH:4][N:3]=1.[CH3:10][O:11][C:12]1[CH:17]=[C:16]([CH:18]([O:21][CH3:22])[C:19]#[CH:20])[CH:15]=[C:14]([O:23][CH3:24])[C:13]=1[O:25][CH3:26]. (6) Given the product [S:1]([OH:5])(=[O:4])(=[O:3])[CH3:2].[F:6][CH:7]1[CH2:11][N:10]2[C:12](=[O:26])[CH2:13][N:14]([CH:15]3[CH2:19][CH2:18][CH:17]([CH2:20][N:21]4[CH:25]=[N:24][CH:23]=[N:22]4)[CH2:16]3)[C:27](=[NH:28])[CH:9]2[CH2:8]1, predict the reactants needed to synthesize it. The reactants are: [S:1]([OH:5])(=[O:4])(=[O:3])[CH3:2].[F:6][C@@H:7]1[CH2:11][N:10]([C:12](=[O:26])[CH2:13][NH:14][C@@H:15]2[CH2:19][CH2:18][C@H:17]([CH2:20][N:21]3[CH:25]=[N:24][CH:23]=[N:22]3)[CH2:16]2)[C@H:9]([C:27]#[N:28])[CH2:8]1.CO. (7) Given the product [N:19]([CH2:7][C@H:5]1[NH:6][C:2](=[O:1])[CH2:3][CH2:4]1)=[N+:20]=[N-:21], predict the reactants needed to synthesize it. The reactants are: [O:1]=[C:2]1[NH:6][C@H:5]([CH2:7]OS(C2C=CC(C)=CC=2)(=O)=O)[CH2:4][CH2:3]1.[N-:19]=[N+:20]=[N-:21].[Na+]. (8) Given the product [NH:9]1[C:17]2[C:12](=[CH:13][C:14]([C:18]3[O:8][N:7]=[C:4]([NH2:6])[N:5]=3)=[CH:15][CH:16]=2)[CH:11]=[CH:10]1, predict the reactants needed to synthesize it. The reactants are: C[O-].[Na+].[C:4]([NH:7][OH:8])([NH2:6])=[NH:5].[NH:9]1[C:17]2[C:12](=[CH:13][C:14]([C:18](OC)=O)=[CH:15][CH:16]=2)[CH:11]=[CH:10]1. (9) Given the product [CH2:29]([NH:28][C:26](=[O:27])[CH2:25][C@@H:10]1[N:9]=[C:8]([C:5]2[CH:6]=[CH:7][C:2]([SH:37])=[CH:3][CH:4]=2)[C:14]2[CH:15]=[C:16]([O:19][CH3:20])[CH:17]=[CH:18][C:13]=2[N:12]2[C:21]([CH3:24])=[N:22][N:23]=[C:11]12)[CH3:30], predict the reactants needed to synthesize it. The reactants are: Br[C:2]1[CH:7]=[CH:6][C:5]([C:8]2[C:14]3[CH:15]=[C:16]([O:19][CH3:20])[CH:17]=[CH:18][C:13]=3[N:12]3[C:21]([CH3:24])=[N:22][N:23]=[C:11]3[C@H:10]([CH2:25][C:26]([NH:28][CH2:29][CH3:30])=[O:27])[N:9]=2)=[CH:4][CH:3]=1.CC(C)([O-])C.[Na+].[S:37]([O-])([O-])(=O)=S.[Na+].[Na+].Cl.